From a dataset of Buchwald-Hartwig C-N cross coupling reaction yields with 55,370 reactions. Predict the reaction yield, written as a fraction of the theoretical maximum amount of product (1.0 means a 100% yield; for example, 0.34 means a 34% yield). The reactants are COc1ccc(Br)cc1.Cc1ccc(N)cc1.O=S(=O)(O[Pd]1c2ccccc2-c2ccccc2N~1)C(F)(F)F.COc1ccc(OC)c(P(C(C)(C)C)C(C)(C)C)c1-c1c(C(C)C)cc(C(C)C)cc1C(C)C.CCN=P(N=P(N(C)C)(N(C)C)N(C)C)(N(C)C)N(C)C.c1ccc(-c2cnoc2)cc1. No catalyst specified. The product is COc1ccc(Nc2ccc(C)cc2)cc1. The yield is 0.111.